This data is from Forward reaction prediction with 1.9M reactions from USPTO patents (1976-2016). The task is: Predict the product of the given reaction. Given the reactants Br[C:2]1[N:6]2[N:7]=[C:8]([NH:11][CH2:12][CH2:13][O:14][CH:15]3[CH2:19][CH2:18][CH2:17][CH2:16]3)[CH:9]=[CH:10][C:5]2=[N:4][CH:3]=1.[C:20]([O:24][C:25]([NH:27][CH2:28][C:29]1[CH:34]=[CH:33][C:32](B(O)O)=[CH:31][CH:30]=1)=[O:26])([CH3:23])([CH3:22])[CH3:21], predict the reaction product. The product is: [CH:15]1([O:14][CH2:13][CH2:12][NH:11][C:8]2[CH:9]=[CH:10][C:5]3[N:6]([C:2]([C:32]4[CH:33]=[CH:34][C:29]([CH2:28][NH:27][C:25](=[O:26])[O:24][C:20]([CH3:21])([CH3:22])[CH3:23])=[CH:30][CH:31]=4)=[CH:3][N:4]=3)[N:7]=2)[CH2:19][CH2:18][CH2:17][CH2:16]1.